Dataset: Forward reaction prediction with 1.9M reactions from USPTO patents (1976-2016). Task: Predict the product of the given reaction. (1) Given the reactants [BH4-].[Na+].[Br-].[CH2:4]([N+:11]1[CH:16]=[CH:15][CH:14]=[CH:13][C:12]=1[CH3:17])[C:5]1[CH:10]=[CH:9][CH:8]=[CH:7][CH:6]=1.O, predict the reaction product. The product is: [CH2:4]([N:11]1[CH2:16][CH:15]=[CH:14][CH2:13][CH:12]1[CH3:17])[C:5]1[CH:10]=[CH:9][CH:8]=[CH:7][CH:6]=1. (2) Given the reactants [C:1]1(=[O:8])[O:7][C:5](=[O:6])[CH2:4][CH2:3][CH2:2]1.[C:9]([O:13][C:14](=[O:24])[C@H:15]([CH2:17][C:18]1[CH:23]=[CH:22][CH:21]=[CH:20][CH:19]=1)[NH2:16])([CH3:12])([CH3:11])[CH3:10].C(N(CC)CC)C, predict the reaction product. The product is: [C:9]([O:13][C:14]([CH:15]([NH:16][C:5]([CH2:4][CH2:3][CH2:2][C:1]([OH:7])=[O:8])=[O:6])[CH2:17][C:18]1[CH:19]=[CH:20][CH:21]=[CH:22][CH:23]=1)=[O:24])([CH3:12])([CH3:10])[CH3:11]. (3) Given the reactants C[Si]([N-][Si](C)(C)C)(C)C.[Na+].[CH2:11]([OH:19])[CH2:12][CH2:13][CH2:14][CH2:15][CH2:16][CH2:17][CH3:18].F[C:21]1[CH:29]=[CH:28][C:24]([C:25]([OH:27])=[O:26])=[CH:23][C:22]=1[C:30]([F:33])([F:32])[F:31], predict the reaction product. The product is: [CH2:11]([O:19][C:21]1[CH:29]=[CH:28][C:24]([C:25]([OH:27])=[O:26])=[CH:23][C:22]=1[C:30]([F:31])([F:33])[F:32])[CH2:12][CH2:13][CH2:14][CH2:15][CH2:16][CH2:17][CH3:18]. (4) Given the reactants [S:1]1[C:5]2[CH:6]=[CH:7][CH:8]=[CH:9][C:4]=2[N:3]=[C:2]1[C:10]1[C:18]2[CH2:17][CH2:16][N:15](C(OC(C)(C)C)=O)[CH2:14][C:13]=2[S:12][C:11]=1[NH:26][CH2:27][CH3:28].[F:29][C:30]([F:35])([F:34])[C:31]([OH:33])=[O:32], predict the reaction product. The product is: [F:29][C:30]([F:35])([F:34])[C:31]([O-:33])=[O:32].[S:1]1[C:5]2[CH:6]=[CH:7][CH:8]=[CH:9][C:4]=2[N:3]=[C:2]1[C:10]1[C:18]2[CH2:17][CH2:16][NH2+:15][CH2:14][C:13]=2[S:12][C:11]=1[NH:26][CH2:27][CH3:28]. (5) Given the reactants [CH:1]1([CH2:6][C:7]2[C:8](=[O:13])[NH:9][CH:10]=[CH:11][CH:12]=2)[CH2:5][CH:4]=[CH:3][CH2:2]1.CC1C=CC=C(C)N=1.[F:22][C:23]([F:36])([F:35])[S:24](O[S:24]([C:23]([F:36])([F:35])[F:22])(=[O:26])=[O:25])(=[O:26])=[O:25].O, predict the reaction product. The product is: [CH:1]1([CH2:6][C:7]2[C:8]([O:13][S:24]([C:23]([F:36])([F:35])[F:22])(=[O:26])=[O:25])=[N:9][CH:10]=[CH:11][CH:12]=2)[CH2:2][CH:3]=[CH:4][CH2:5]1.